From a dataset of Forward reaction prediction with 1.9M reactions from USPTO patents (1976-2016). Predict the product of the given reaction. (1) Given the reactants C(OC([NH:8][CH:9]1[CH2:14][CH2:13][N:12]([C:15]([C:17]2[CH:43]=[C:20]3[CH2:21][N:22]([C:25]([O:27][CH2:28][C:29]4[CH:34]=[C:33]([C:35]([F:38])([F:37])[F:36])[CH:32]=[C:31]([C:39]([F:42])([F:41])[F:40])[CH:30]=4)=[O:26])[CH2:23][CH2:24][N:19]3[N:18]=2)=[O:16])[CH2:11][CH2:10]1)=O)(C)(C)C.CC(=O)OCC.[ClH:50].CC(=O)OCC, predict the reaction product. The product is: [ClH:50].[NH2:8][CH:9]1[CH2:14][CH2:13][N:12]([C:15]([C:17]2[CH:43]=[C:20]3[CH2:21][N:22]([C:25]([O:27][CH2:28][C:29]4[CH:30]=[C:31]([C:39]([F:40])([F:41])[F:42])[CH:32]=[C:33]([C:35]([F:36])([F:37])[F:38])[CH:34]=4)=[O:26])[CH2:23][CH2:24][N:19]3[N:18]=2)=[O:16])[CH2:11][CH2:10]1. (2) Given the reactants Br[C:2]1[CH:7]=[CH:6][C:5]([C:8]([N:10]2[CH2:15][CH2:14][N:13]([C:16]3[C:21]([CH3:22])=[CH:20][C:19]([CH3:23])=[CH:18][N:17]=3)[CH2:12][CH2:11]2)=[O:9])=[C:4]([F:24])[CH:3]=1.[NH:25]1[CH2:28][CH2:27][C:26]1=[O:29], predict the reaction product. The product is: [CH3:22][C:21]1[C:16]([N:13]2[CH2:14][CH2:15][N:10]([C:8]([C:5]3[CH:6]=[CH:7][C:2]([N:25]4[CH2:28][CH2:27][C:26]4=[O:29])=[CH:3][C:4]=3[F:24])=[O:9])[CH2:11][CH2:12]2)=[N:17][CH:18]=[C:19]([CH3:23])[CH:20]=1. (3) Given the reactants Br[C:2]1[C:3]([F:12])=[CH:4][C:5]([O:10][CH3:11])=[C:6]([CH:9]=1)[C:7]#[N:8].C([Sn](CCCC)(CCCC)[C:18]([O:20]CC)=[CH2:19])CCC.O1CCOCC1.C1C(=O)N([Br:44])C(=O)C1, predict the reaction product. The product is: [Br:44][CH2:20][C:18]([C:2]1[C:3]([F:12])=[CH:4][C:5]([O:10][CH3:11])=[C:6]([CH:9]=1)[C:7]#[N:8])=[O:19]. (4) Given the reactants [CH3:1][C:2]1[N:3]=[N:4][N:5]([CH2:7][C:8]2[CH:13]=[C:12]([C:14]([F:17])([F:16])[F:15])[CH:11]=[CH:10][C:9]=2/[CH:18]=[CH:19]/[C:20]([N:22]2[CH2:27][CH2:26][NH:25][CH2:24][CH2:23]2)=[O:21])[N:6]=1.Cl[CH2:29][C:30]1[O:34][N:33]=[C:32]([CH3:35])[N:31]=1.C(N(CC)CC)C, predict the reaction product. The product is: [CH3:35][C:32]1[N:31]=[C:30]([CH2:29][N:25]2[CH2:26][CH2:27][N:22]([C:20](=[O:21])/[CH:19]=[CH:18]/[C:9]3[CH:10]=[CH:11][C:12]([C:14]([F:17])([F:16])[F:15])=[CH:13][C:8]=3[CH2:7][N:5]3[N:4]=[N:3][C:2]([CH3:1])=[N:6]3)[CH2:23][CH2:24]2)[O:34][N:33]=1. (5) Given the reactants [CH3:1][CH:2]([CH3:4])[O-:3].[CH3:5][CH:6](C)[O-:7].C[CH:10](C)[O-:11].CC(C)[O-].[Ti+4:17].CC(C)[O-].CC(C)[O-].CC(C)[O-].CC(C)[O-].[Zr+4:34].C(CC(=O)C)(=O)C.CC(OC(C)=O)COC, predict the reaction product. The product is: [CH3:1][CH:2]([O:3][C:6]([CH3:5])=[O:7])[CH2:4][O:11][CH3:10].[Zr:34].[Ti:17]. (6) Given the reactants Cl[CH2:2][C@H:3]1[O:8][CH2:7][C@@H:6]2[CH2:9][CH2:10][CH2:11][N:5]2[CH2:4]1.[C:12]([O-:15])(=[O:14])[CH3:13].[K+], predict the reaction product. The product is: [C:12]([O:15][CH2:2][C@H:3]1[O:8][CH2:7][C@@H:6]2[CH2:9][CH2:10][CH2:11][N:5]2[CH2:4]1)(=[O:14])[CH3:13]. (7) Given the reactants CC1(C)C(C)(C)OB([C:9]2[CH:10]=[C:11]([C:15]([OH:18])([CH3:17])[CH3:16])[CH:12]=[N:13][CH:14]=2)O1.Cl[C:21]1[N:22]=[C:23]2[CH:28]=[CH:27][C:26]([F:29])=[CH:25][N:24]2[C:30]=1[CH3:31].C1(P(C2CCCCC2)C2C=CC=CC=2C2C(OC)=CC=CC=2OC)CCCCC1.[O-]P([O-])([O-])=O.[K+].[K+].[K+], predict the reaction product. The product is: [F:29][C:26]1[CH:27]=[CH:28][C:23]2[N:24]([C:30]([CH3:31])=[C:21]([C:9]3[CH:10]=[C:11]([C:15]([OH:18])([CH3:16])[CH3:17])[CH:12]=[N:13][CH:14]=3)[N:22]=2)[CH:25]=1. (8) Given the reactants [CH3:1][C:2]([O:5][C:6]([NH:8][C@@H:9]([CH2:15][CH:16]([CH3:18])[CH3:17])/[CH:10]=[CH:11]/[C:12]([OH:14])=O)=[O:7])([CH3:4])[CH3:3].CN([P+](ON1N=NC2C=CC=CC1=2)(N(C)C)N(C)C)C.F[P-](F)(F)(F)(F)F.CCN(C(C)C)C(C)C.[NH:55]1[C:63]2[C:58](=[CH:59][CH:60]=[CH:61][CH:62]=2)[CH2:57][CH2:56]1, predict the reaction product. The product is: [N:55]1([C:12](=[O:14])/[CH:11]=[CH:10]/[C@@H:9]([NH:8][C:6](=[O:7])[O:5][C:2]([CH3:1])([CH3:3])[CH3:4])[CH2:15][CH:16]([CH3:18])[CH3:17])[C:63]2[C:58](=[CH:59][CH:60]=[CH:61][CH:62]=2)[CH2:57][CH2:56]1.